This data is from Full USPTO retrosynthesis dataset with 1.9M reactions from patents (1976-2016). The task is: Predict the reactants needed to synthesize the given product. (1) The reactants are: [CH2:1]([O:8][C:9]1[CH:14]=[CH:13][C:12]([NH:15][C:16]2[C:25]3[C:20](=[CH:21][CH:22]=[C:23](Br)[CH:24]=3)[N:19]=[CH:18][N:17]=2)=[CH:11][CH:10]=1)[C:2]1[CH:7]=[CH:6][CH:5]=[CH:4][CH:3]=1.[O:27]1[CH2:31][CH2:30][O:29][CH:28]1[C:32]1[O:36][C:35]([Sn](CCCC)(CCCC)CCCC)=[CH:34][CH:33]=1. Given the product [CH2:1]([O:8][C:9]1[CH:14]=[CH:13][C:12]([NH:15][C:16]2[C:25]3[C:20](=[CH:21][CH:22]=[C:23]([C:35]4[O:36][C:32]([CH:28]5[O:29][CH2:30][CH2:31][O:27]5)=[CH:33][CH:34]=4)[CH:24]=3)[N:19]=[CH:18][N:17]=2)=[CH:11][CH:10]=1)[C:2]1[CH:7]=[CH:6][CH:5]=[CH:4][CH:3]=1, predict the reactants needed to synthesize it. (2) The reactants are: [Cl:1][C:2]1[CH:3]=[C:4]([CH:9]([CH2:30][C:31]([OH:33])=O)[CH2:10][N:11]([CH3:29])[C:12]([C:14]2[C:23]3[C:18](=[CH:19][CH:20]=[CH:21][CH:22]=3)[C:17]([O:24][CH3:25])=[C:16]([Br:26])[C:15]=2[O:27][CH3:28])=[O:13])[CH:5]=[CH:6][C:7]=1[Cl:8].C1C=CC2N(O)N=[N:40]C=2C=1.N.Cl.C(N=C=NCCCN(C)C)C.C([O-])(O)=O.[Na+]. Given the product [Cl:1][C:2]1[CH:3]=[C:4]([C@H:9]([CH2:30][C:31](=[O:33])[NH2:40])[CH2:10][N:11]([CH3:29])[C:12]([C:14]2[C:23]3[C:18](=[CH:19][CH:20]=[CH:21][CH:22]=3)[C:17]([O:24][CH3:25])=[C:16]([Br:26])[C:15]=2[O:27][CH3:28])=[O:13])[CH:5]=[CH:6][C:7]=1[Cl:8], predict the reactants needed to synthesize it. (3) Given the product [Br:17][C:12]1[CH:13]=[C:14]2[C:9](=[CH:10][CH:11]=1)[N:8]=[CH:7][C:6]([C:4]([O:3][CH2:1][CH3:2])=[O:5])=[C:15]2[Cl:20], predict the reactants needed to synthesize it. The reactants are: [CH2:1]([O:3][C:4]([C:6]1[CH:7]=[N:8][C:9]2[C:14]([C:15]=1O)=[CH:13][C:12]([Br:17])=[CH:11][CH:10]=2)=[O:5])[CH3:2].P(Cl)(Cl)([Cl:20])=O. (4) Given the product [N:11]12[CH2:12][C@H:8]([CH2:9][CH2:10]1)[NH:7][C:6]1[N:13]=[C:2]([N:24]3[CH2:25][CH2:26][CH2:27][N:21]([C:14]([O:16][C:17]([CH3:20])([CH3:19])[CH3:18])=[O:15])[CH2:22][CH2:23]3)[CH:3]=[CH:4][C:5]2=1, predict the reactants needed to synthesize it. The reactants are: Cl[C:2]1[CH:3]=[CH:4][C:5]2[N:11]3[CH2:12][C@H:8]([CH2:9][CH2:10]3)[NH:7][C:6]=2[N:13]=1.[C:14]([N:21]1[CH2:27][CH2:26][CH2:25][NH:24][CH2:23][CH2:22]1)([O:16][C:17]([CH3:20])([CH3:19])[CH3:18])=[O:15].CC(C)([O-])C.[K+].O. (5) The reactants are: [N:1]1[CH:6]=[CH:5][CH:4]=[C:3]([C:7]2(C3C=CC=CN=3)[CH2:12][CH:11]=[N:10][NH:9][C:8]2=[O:13])[CH:2]=1.[C:20]1([CH3:29])[CH:25]=[CH:24][CH:23]=[C:22](B(O)O)[CH:21]=1.C([N:32]([CH2:35][CH3:36])[CH2:33][CH3:34])C.[CH3:37]N(C)C=O. Given the product [C:20]1([CH3:29])[CH:25]=[CH:24][CH:23]=[C:22]([N:9]2[C:8](=[O:13])[C:7]([C:3]3[CH:2]=[N:1][CH:6]=[CH:5][CH:4]=3)=[CH:12][C:11]([C:35]3[CH:36]=[CH:37][CH:34]=[CH:33][N:32]=3)=[N:10]2)[CH:21]=1, predict the reactants needed to synthesize it. (6) The reactants are: [CH:1]([C@@H:4]1[CH2:8][C@@H:7]([CH:9]2[CH2:11][N@@:10]2[S:12]([C:15]2[CH:20]=[CH:19][CH:18]=[CH:17][C:16]=2[N+:21]([O-:23])=[O:22])(=[O:14])=[O:13])[O:6][C:5]1=[O:24])([CH3:3])[CH3:2].[Cl:25][C:26]1[CH:31]=[CH:30][CH:29]=[CH:28][C:27]=1[N:32]1[CH2:37][C:36]([CH3:39])([CH3:38])[NH:35][CH2:34][C:33]1=[O:40]. Given the product [Cl:25][C:26]1[CH:31]=[CH:30][CH:29]=[CH:28][C:27]=1[N:32]1[C:33](=[O:40])[CH2:34][N:35]([CH2:11][C@H:9]([NH:10][S:12]([C:15]2[CH:20]=[CH:19][CH:18]=[CH:17][C:16]=2[N+:21]([O-:23])=[O:22])(=[O:14])=[O:13])[C@@H:7]2[CH2:8][C@@H:4]([CH:1]([CH3:3])[CH3:2])[C:5](=[O:24])[O:6]2)[C:36]([CH3:39])([CH3:38])[CH2:37]1, predict the reactants needed to synthesize it.